Dataset: Full USPTO retrosynthesis dataset with 1.9M reactions from patents (1976-2016). Task: Predict the reactants needed to synthesize the given product. (1) Given the product [C:25]1([CH3:26])[CH:24]=[CH:23][C:22]([S:19]([C:12]2[CH:11]=[CH:10][C:9]([OH:8])=[C:18]3[C:13]=2[CH:14]=[CH:15][CH:16]=[N:17]3)(=[O:21])=[O:20])=[CH:28][CH:27]=1, predict the reactants needed to synthesize it. The reactants are: COC1C=CC(C[O:8][C:9]2[CH:10]=[CH:11][C:12]([S:19]([C:22]3[CH:28]=[CH:27][C:25]([CH3:26])=[CH:24][CH:23]=3)(=[O:21])=[O:20])=[C:13]3[C:18]=2[N:17]=[CH:16][CH:15]=[CH:14]3)=CC=1.FC(F)(F)C(O)=O.[OH-].[Na+]. (2) Given the product [C:12]1([NH:11][S:10]([C:7]2[CH:8]=[CH:9][C:4]([C:3]3[N:20]=[C:21]([C:23]([F:26])([F:25])[F:24])[O:1][N:2]=3)=[CH:5][CH:6]=2)(=[O:19])=[O:18])[CH:17]=[CH:16][CH:15]=[CH:14][CH:13]=1, predict the reactants needed to synthesize it. The reactants are: [OH:1][NH:2][C:3](=[NH:20])[C:4]1[CH:9]=[CH:8][C:7]([S:10](=[O:19])(=[O:18])[NH:11][C:12]2[CH:17]=[CH:16][CH:15]=[CH:14][CH:13]=2)=[CH:6][CH:5]=1.[C:21](O[C:21]([C:23]([F:26])([F:25])[F:24])=O)([C:23]([F:26])([F:25])[F:24])=O. (3) Given the product [CH2:17]([O:16][C@H:5]([CH2:6][C:7]1[CH:8]=[C:9]2[C:13](=[CH:14][CH:15]=1)[N:12]([CH2:21][C:22]1[N:23]=[C:24]([C:28]3[CH:29]=[CH:30][C:31]([CH2:34][CH3:35])=[CH:32][CH:33]=3)[O:25][C:26]=1[CH3:27])[CH:11]=[CH:10]2)[C:4]([OH:3])=[O:19])[CH3:18], predict the reactants needed to synthesize it. The reactants are: C([O:3][C:4](=[O:19])[C@H:5]([O:16][CH2:17][CH3:18])[CH2:6][C:7]1[CH:8]=[C:9]2[C:13](=[CH:14][CH:15]=1)[NH:12][CH:11]=[CH:10]2)C.Cl[CH2:21][C:22]1[N:23]=[C:24]([C:28]2[CH:33]=[CH:32][C:31]([CH2:34][CH3:35])=[CH:30][CH:29]=2)[O:25][C:26]=1[CH3:27].